This data is from Full USPTO retrosynthesis dataset with 1.9M reactions from patents (1976-2016). The task is: Predict the reactants needed to synthesize the given product. Given the product [CH2:17]([O:18][C:19](=[O:20])/[CH:21]=[CH:22]/[CH:23]=[CH:1]/[CH:3]1[CH2:8][CH2:7][N:6]([C:9]([O:11][C:12]([CH3:15])([CH3:14])[CH3:13])=[O:10])[CH2:5][CH2:4]1)[CH3:16], predict the reactants needed to synthesize it. The reactants are: [CH:1]([CH:3]1[CH2:8][CH2:7][N:6]([C:9]([O:11][C:12]([CH3:15])([CH3:14])[CH3:13])=[O:10])[CH2:5][CH2:4]1)=O.[CH3:16][CH2:17][O:18][C:19](/[C:21](/P(OCC)(OCC)=O)=[CH:22]\[CH3:23])=[O:20].O[Li].O.